This data is from Peptide-MHC class I binding affinity with 185,985 pairs from IEDB/IMGT. The task is: Regression. Given a peptide amino acid sequence and an MHC pseudo amino acid sequence, predict their binding affinity value. This is MHC class I binding data. (1) The binding affinity (normalized) is 0. The MHC is HLA-A02:01 with pseudo-sequence HLA-A02:01. The peptide sequence is VVSRHLTNDA. (2) The peptide sequence is KLFTHDIML. The MHC is HLA-A02:01 with pseudo-sequence HLA-A02:01. The binding affinity (normalized) is 0.985. (3) The peptide sequence is ALNVTESFDAW. The MHC is Mamu-B52 with pseudo-sequence Mamu-B52. The binding affinity (normalized) is 0.438. (4) The peptide sequence is RPPGCTFPA. The MHC is HLA-B40:01 with pseudo-sequence HLA-B40:01. The binding affinity (normalized) is 0.0847. (5) The peptide sequence is FMFDYIPPV. The MHC is HLA-A02:03 with pseudo-sequence HLA-A02:03. The binding affinity (normalized) is 1.00. (6) The peptide sequence is LSDLCNFLV. The MHC is HLA-A02:01 with pseudo-sequence HLA-A02:01. The binding affinity (normalized) is 0.0847. (7) The peptide sequence is STAIELGAW. The MHC is HLA-B58:01 with pseudo-sequence HLA-B58:01. The binding affinity (normalized) is 0.758.